Dataset: Catalyst prediction with 721,799 reactions and 888 catalyst types from USPTO. Task: Predict which catalyst facilitates the given reaction. (1) Reactant: [C:1]([O:5][CH2:6][CH2:7][CH2:8][CH2:9][CH2:10][CH:11]([CH3:13])[CH3:12])(=[O:4])[CH:2]=[CH2:3].[C:14]([NH2:18])(=[O:17])[CH:15]=[CH2:16].[C:19]([O:22][CH:23]=[CH2:24])(=[O:21])[CH3:20].CO. Product: [C:1]([O:5][CH2:6][CH2:7][CH2:8][CH2:9][CH2:10][CH:11]([CH3:13])[CH3:12])(=[O:4])[CH:2]=[CH2:3].[C:14]([NH2:18])(=[O:17])[CH:15]=[CH2:16].[C:19]([O:22][CH:23]=[CH2:24])(=[O:21])[CH3:20]. The catalyst class is: 13. (2) Reactant: Br[C:2]1[N:3]=[C:4]([NH:23][CH2:24][CH2:25][CH2:26][OH:27])[C:5]2[N:6]([C:8]([C:11]3[CH:22]=[CH:21][C:14]([C:15]([NH:17][CH:18]4[CH2:20][CH2:19]4)=[O:16])=[CH:13][CH:12]=3)=[CH:9][N:10]=2)[CH:7]=1.N1CCCCC1.[CH2:34]([OH:37])[C:35]#[CH:36].O. Product: [CH:18]1([NH:17][C:15](=[O:16])[C:14]2[CH:21]=[CH:22][C:11]([C:8]3[N:6]4[CH:7]=[C:2]([C:36]#[C:35][CH2:34][OH:37])[N:3]=[C:4]([NH:23][CH2:24][CH2:25][CH2:26][OH:27])[C:5]4=[N:10][CH:9]=3)=[CH:12][CH:13]=2)[CH2:20][CH2:19]1. The catalyst class is: 602. (3) Reactant: [C:1]1(O)[CH:6]=[CH:5][CH:4]=[CH:3][CH:2]=1.[H-].[Na+].CS([O:14][CH2:15][C:16]1([C:30]2[CH:35]=[CH:34][CH:33]=[C:32]([O:36][CH3:37])[CH:31]=2)[CH2:21][CH2:20][N:19]([C:22]2[CH:27]=[CH:26][CH:25]=[CH:24][C:23]=2[O:28][CH3:29])[CH2:18][CH2:17]1)(=O)=O.[Cl-].[NH4+]. Product: [CH3:29][O:28][C:23]1[CH:24]=[CH:25][CH:26]=[CH:27][C:22]=1[N:19]1[CH2:20][CH2:21][C:16]([C:30]2[CH:35]=[CH:34][CH:33]=[C:32]([O:36][CH3:37])[CH:31]=2)([CH2:15][O:14][C:1]2[CH:6]=[CH:5][CH:4]=[CH:3][CH:2]=2)[CH2:17][CH2:18]1. The catalyst class is: 9. (4) Reactant: [CH3:1][C:2]1([CH3:25])[O:7][C:6]2[CH:8]=[CH:9][C:10]([C:12]3[CH:13]=[C:14]([C:18]([N:20]4[CH2:24][CH2:23][CH2:22][CH2:21]4)=O)[CH:15]=[CH:16][CH:17]=3)=[N:11][C:5]=2[NH:4][CH2:3]1.S(C)C.CO. Product: [CH3:1][C:2]1([CH3:25])[O:7][C:6]2[CH:8]=[CH:9][C:10]([C:12]3[CH:17]=[CH:16][CH:15]=[C:14]([CH2:18][N:20]4[CH2:24][CH2:23][CH2:22][CH2:21]4)[CH:13]=3)=[N:11][C:5]=2[NH:4][CH2:3]1. The catalyst class is: 1. (5) Reactant: Br[CH2:2][CH2:3][N:4]1[CH:8]=[C:7]([CH2:9][O:10][C:11]2[C:20]3[C:15](=[CH:16][CH:17]=[CH:18][CH:19]=3)[C:14]3=[N:21][N:22]=[C:23]([C:24]4[CH:28]=[C:27]([CH3:29])[O:26][N:25]=4)[N:13]3[N:12]=2)[N:6]=[N:5]1.[CH3:30][NH2:31]. Product: [CH3:30][NH:31][CH2:2][CH2:3][N:4]1[CH:8]=[C:7]([CH2:9][O:10][C:11]2[C:20]3[C:15](=[CH:16][CH:17]=[CH:18][CH:19]=3)[C:14]3=[N:21][N:22]=[C:23]([C:24]4[CH:28]=[C:27]([CH3:29])[O:26][N:25]=4)[N:13]3[N:12]=2)[N:6]=[N:5]1. The catalyst class is: 8. (6) Reactant: CC(OI1(OC(C)=O)(OC(C)=O)OC(=O)C2C=CC=CC1=2)=O.[OH:23][CH2:24][C:25]([C:28]1[CH:32]=[C:31]([NH:33][C:34](=[O:47])[C:35]([CH3:46])([S:37]([CH:40]2[CH2:45][CH2:44][O:43][CH2:42][CH2:41]2)(=[O:39])=[O:38])[CH3:36])[O:30][N:29]=1)([CH3:27])[CH3:26]. Product: [CH3:27][C:25]([C:28]1[CH:32]=[C:31]([NH:33][C:34](=[O:47])[C:35]([CH3:46])([S:37]([CH:40]2[CH2:41][CH2:42][O:43][CH2:44][CH2:45]2)(=[O:39])=[O:38])[CH3:36])[O:30][N:29]=1)([CH3:26])[CH:24]=[O:23]. The catalyst class is: 2. (7) Reactant: [C:1]1([CH2:7][CH2:8][C:9]([OH:11])=O)[CH:6]=[CH:5][CH:4]=[CH:3][CH:2]=1.C(Cl)(=O)C([Cl:15])=O. Product: [C:1]1([CH2:7][CH2:8][C:9]([Cl:15])=[O:11])[CH:6]=[CH:5][CH:4]=[CH:3][CH:2]=1. The catalyst class is: 85. (8) Reactant: [Br:1][C:2]1[CH:3]=[N:4][CH:5]=[C:6]([CH:12]=1)[C:7]([O:9]CC)=O.[CH3:13][Mg]Br.P([O-])([O-])([O-])=O.[Na+].[Na+].[Na+]. Product: [C:7]([C:6]1[CH:5]=[N:4][CH:3]=[C:2]([Br:1])[CH:12]=1)(=[O:9])[CH3:13]. The catalyst class is: 28.